This data is from Full USPTO retrosynthesis dataset with 1.9M reactions from patents (1976-2016). The task is: Predict the reactants needed to synthesize the given product. Given the product [CH3:1][O:2][C:3]1[CH:10]=[CH:9][C:6]([CH2:7][OH:8])=[CH:5][C:4]=1[O:11][CH2:12][CH2:13][CH2:14][O:15][CH3:16], predict the reactants needed to synthesize it. The reactants are: [CH3:1][O:2][C:3]1[CH:10]=[CH:9][C:6]([CH:7]=[O:8])=[CH:5][C:4]=1[O:11][CH2:12][CH2:13][CH2:14][O:15][CH3:16].[BH4-].[Na+].O.